Dataset: Reaction yield outcomes from USPTO patents with 853,638 reactions. Task: Predict the reaction yield, written as a fraction of the theoretical maximum amount of product (1.0 means a 100% yield; for example, 0.34 means a 34% yield). The reactants are [H-].[Na+].[CH3:3][O:4][C:5]1[CH:13]=[C:12]2[C:8]([CH:9]=[CH:10][NH:11]2)=[C:7]([CH2:14][N:15]2[CH2:20][CH2:19][N:18](C([O:23][C:24]([CH3:27])(C)C)=O)[CH2:17][CH2:16]2)[CH:6]=1.[F:28][C:29]1[CH:34]=[CH:33][C:32]([S:35](Cl)(=[O:37])=[O:36])=[CH:31][CH:30]=1. The catalyst is C1COCC1. The product is [C:24]([OH:36])(=[O:23])[CH3:27].[F:28][C:29]1[CH:34]=[CH:33][C:32]([S:35]([N:11]2[C:12]3[C:8](=[C:7]([CH2:14][N:15]4[CH2:16][CH2:17][NH:18][CH2:19][CH2:20]4)[CH:6]=[C:5]([O:4][CH3:3])[CH:13]=3)[CH:9]=[CH:10]2)(=[O:37])=[O:36])=[CH:31][CH:30]=1. The yield is 0.390.